This data is from Peptide-MHC class I binding affinity with 185,985 pairs from IEDB/IMGT. The task is: Regression. Given a peptide amino acid sequence and an MHC pseudo amino acid sequence, predict their binding affinity value. This is MHC class I binding data. (1) The peptide sequence is TCDGNTFTY. The MHC is HLA-A31:01 with pseudo-sequence HLA-A31:01. The binding affinity (normalized) is 0.0847. (2) The peptide sequence is FGFKYAAAF. The MHC is Mamu-A2201 with pseudo-sequence Mamu-A2201. The binding affinity (normalized) is 0.172.